This data is from Forward reaction prediction with 1.9M reactions from USPTO patents (1976-2016). The task is: Predict the product of the given reaction. (1) Given the reactants [CH3:1][S:2]([O:5][C:6]1[CH:11]=[C:10]([C:12]2([C:20]3[CH:25]=[CH:24][C:23]([F:26])=[C:22](Br)[CH:21]=3)[C:16](=[O:17])[N:15]([CH3:18])[C:14]([NH2:19])=[N:13]2)[CH:9]=[CH:8][C:7]=1[CH2:28][CH3:29])(=[O:4])=[O:3].[N:30]1[CH:35]=[C:34](B(O)O)[CH:33]=[N:32][CH:31]=1.C(=O)([O-])[O-].[K+].[K+].O, predict the reaction product. The product is: [CH3:1][S:2]([O:5][C:6]1[CH:11]=[C:10]([C:12]2([C:20]3[CH:25]=[CH:24][C:23]([F:26])=[C:22]([C:34]4[CH:35]=[N:30][CH:31]=[N:32][CH:33]=4)[CH:21]=3)[C:16](=[O:17])[N:15]([CH3:18])[C:14]([NH2:19])=[N:13]2)[CH:9]=[CH:8][C:7]=1[CH2:28][CH3:29])(=[O:4])=[O:3]. (2) Given the reactants Br[C:2]1[C:10]2[C:5](=[N:6][C:7]([CH3:22])=[CH:8][C:9]=2[NH:11][S:12]([C:15]2[CH:20]=[CH:19][CH:18]=[C:17]([Cl:21])[CH:16]=2)(=[O:14])=[O:13])[S:4][C:3]=1[C:23]1[CH:24]=[N:25][NH:26][CH:27]=1.[CH3:28][N:29]([C:31]1[CH:32]=[C:33](B(O)O)[CH:34]=[CH:35][CH:36]=1)[CH3:30].C(=O)([O-])[O-].[K+].[K+], predict the reaction product. The product is: [Cl:21][C:17]1[CH:16]=[C:15]([S:12]([NH:11][C:9]2[CH:8]=[C:7]([CH3:22])[N:6]=[C:5]3[S:4][C:3]([C:23]4[CH:24]=[N:25][NH:26][CH:27]=4)=[C:2]([C:35]4[CH:34]=[CH:33][CH:32]=[C:31]([N:29]([CH3:30])[CH3:28])[CH:36]=4)[C:10]=23)(=[O:14])=[O:13])[CH:20]=[CH:19][CH:18]=1. (3) Given the reactants [CH2:1]([O:4][C:5]1[CH:18]=[CH:17][C:8]([CH2:9][C:10]2[CH:14]=[C:13](Br)[S:12][C:11]=2[CH3:16])=[CH:7][CH:6]=1)C=C.[Na+].[I-:20].CNCCNC, predict the reaction product. The product is: [I:20][C:13]1[S:12][C:11]([CH3:16])=[C:10]([CH2:9][C:8]2[CH:17]=[CH:18][C:5]([O:4][CH3:1])=[CH:6][CH:7]=2)[CH:14]=1. (4) Given the reactants [F:1][C:2]1[CH:10]=[CH:9][C:5]([CH2:6][CH2:7][NH2:8])=[CH:4][CH:3]=1.Br[C:12]1[CH:13]=[CH:14][C:15]2[O:19][CH2:18][CH2:17][C:16]=2[CH:20]=1.C(=O)([O-])[O-].[Cs+].[Cs+].C(C1CCCCC1=O)(=O)C, predict the reaction product. The product is: [O:19]1[C:15]2[CH:14]=[CH:13][C:12]([NH:8][CH2:7][CH2:6][C:5]3[CH:9]=[CH:10][C:2]([F:1])=[CH:3][CH:4]=3)=[CH:20][C:16]=2[CH2:17][CH2:18]1. (5) The product is: [C:20]([C:6]1[N:7]2[CH2:12][CH2:11][NH:10][CH2:9][C:8]2=[C:4]([C:1]([NH2:2])=[O:3])[C:5]=1[C:22]1[CH:27]=[CH:26][CH:25]=[C:24]([F:28])[CH:23]=1)#[N:21]. Given the reactants [C:1]([C:4]1[C:5]([C:22]2[CH:27]=[CH:26][CH:25]=[C:24]([F:28])[CH:23]=2)=[C:6]([C:20]#[N:21])[N:7]2[CH2:12][CH2:11][N:10](C(OC(C)(C)C)=O)[CH2:9][C:8]=12)(=[O:3])[NH2:2].FC(F)(F)C(O)=O, predict the reaction product.